The task is: Predict the reactants needed to synthesize the given product.. This data is from Full USPTO retrosynthesis dataset with 1.9M reactions from patents (1976-2016). (1) Given the product [F:11][C:12]1[CH:20]=[CH:19][CH:18]=[CH:17][C:13]=1[C:14]1[O:1][N:2]=[C:3]([C:4]2[CH:5]=[N:6][CH:7]=[CH:8][CH:9]=2)[N:10]=1, predict the reactants needed to synthesize it. The reactants are: [OH:1][N:2]=[C:3]([NH2:10])[C:4]1[CH:9]=[CH:8][CH:7]=[N:6][CH:5]=1.[F:11][C:12]1[CH:20]=[CH:19][CH:18]=[CH:17][C:13]=1[C:14](O)=O.N. (2) Given the product [Br:1][C:2]1[C:7]([C:8]([F:10])([F:11])[F:9])=[CH:6][CH:5]=[CH:4][C:3]=1[CH:12]([OH:14])[C:13]([O:43][CH3:44])=[O:38], predict the reactants needed to synthesize it. The reactants are: [Br:1][C:2]1[C:7]([C:8]([F:11])([F:10])[F:9])=[CH:6][CH:5]=[CH:4][C:3]=1[C:12](=[O:14])[CH3:13].[Se](=O)=O.FC(F)(F)S([O-])(=O)=O.[Yb+3].FC(F)(F)S([O-])(=O)=O.FC(F)(F)S([O-])(=O)=[O:38].[O:43]1CCOC[CH2:44]1.